Dataset: Catalyst prediction with 721,799 reactions and 888 catalyst types from USPTO. Task: Predict which catalyst facilitates the given reaction. Product: [Cl:6][CH2:7][C@@H:8]([OH:12])[CH2:9][C:10](=[O:3])[CH2:22][C:20]([O:19][CH2:18][CH3:17])=[O:21]. Reactant: CS(O)(=O)=[O:3].[Cl:6][CH2:7][C@@H:8]([O:12][Si](C)(C)C)[CH2:9][C:10]#N.[CH3:17][CH2:18][O:19][C:20]([CH2:22]Br)=[O:21].Cl. The catalyst class is: 772.